Dataset: Forward reaction prediction with 1.9M reactions from USPTO patents (1976-2016). Task: Predict the product of the given reaction. (1) Given the reactants [Br:1][C:2]1[C:9]([C:10]#[N:11])=[C:8]([OH:12])[C:7]([O:13][CH3:14])=[CH:6][C:3]=1[C:4]#[N:5].[C:15](O[C:15]([O:17][C:18]([CH3:21])([CH3:20])[CH3:19])=[O:16])([O:17][C:18]([CH3:21])([CH3:20])[CH3:19])=[O:16], predict the reaction product. The product is: [C:15](=[O:16])([O:17][C:18]([CH3:21])([CH3:20])[CH3:19])[O:12][C:8]1[C:7]([O:13][CH3:14])=[CH:6][C:3]([C:4]#[N:5])=[C:2]([Br:1])[C:9]=1[C:10]#[N:11]. (2) The product is: [N+:1]([C:4]1[CH:5]=[C:6]([C:11]2[O:12][C:13]3[CH:19]=[CH:18][C:17]([O:20][CH3:21])=[CH:16][C:14]=3[N:15]=2)[C:7]([NH:25][CH2:22][CH2:23][CH3:24])=[CH:8][CH:9]=1)([O-:3])=[O:2]. Given the reactants [N+:1]([C:4]1[CH:5]=[C:6]([C:11]2[O:12][C:13]3[CH:19]=[CH:18][C:17]([O:20][CH3:21])=[CH:16][C:14]=3[N:15]=2)[C:7](F)=[CH:8][CH:9]=1)([O-:3])=[O:2].[CH2:22]([NH2:25])[CH2:23][CH3:24], predict the reaction product. (3) Given the reactants [CH3:1][C:2]1[CH:7]=[CH:6][C:5]([S:8]([O:11][CH2:12][C@@H:13]2[O:18][C:17]3[CH:19]=[CH:20][C:21]([O:23][CH3:24])=[CH:22][C:16]=3[O:15][CH2:14]2)(=[O:10])=[O:9])=[CH:4][CH:3]=1.[N+:25]([O-])([OH:27])=[O:26], predict the reaction product. The product is: [CH3:1][C:2]1[CH:7]=[CH:6][C:5]([S:8]([O:11][CH2:12][CH:13]2[O:18][C:17]3[CH:19]=[C:20]([N+:25]([O-:27])=[O:26])[C:21]([O:23][CH3:24])=[CH:22][C:16]=3[O:15][CH2:14]2)(=[O:10])=[O:9])=[CH:4][CH:3]=1.